Task: Regression/Classification. Given a drug SMILES string, predict its absorption, distribution, metabolism, or excretion properties. Task type varies by dataset: regression for continuous measurements (e.g., permeability, clearance, half-life) or binary classification for categorical outcomes (e.g., BBB penetration, CYP inhibition). For this dataset (solubility_aqsoldb), we predict Y.. Dataset: Aqueous solubility values for 9,982 compounds from the AqSolDB database (1) The molecule is CCOP(=S)(OCC)OC(Cl)C(Cl)(Cl)Cl. The Y is -5.53 log mol/L. (2) The molecule is CCC1C(N)CN1c1cc2c(cc1F)c(=O)c(C(=O)O)cn2C1CC1. The Y is -3.91 log mol/L. (3) The compound is CC(C)C(C)O. The Y is -0.180 log mol/L. (4) The drug is OC1CCCCCC1. The Y is -0.880 log mol/L.